Dataset: Full USPTO retrosynthesis dataset with 1.9M reactions from patents (1976-2016). Task: Predict the reactants needed to synthesize the given product. (1) Given the product [Cl:34][C:22]1[CH:21]=[C:20]([NH:19][C:15]2[N:14]=[C:13]([C:12]3[S:11][C:10]([NH:35][CH2:36][CH3:37])=[N:9][C:8]=3[C:6]3[CH:5]=[CH:4][N:3]=[C:2]([O:39][CH3:38])[CH:7]=3)[CH:18]=[CH:17][N:16]=2)[CH:25]=[CH:24][C:23]=1[O:26][CH2:27][CH2:28][N:29]1[CH2:30][CH2:31][CH2:32][CH2:33]1, predict the reactants needed to synthesize it. The reactants are: Cl[C:2]1[CH:7]=[C:6]([C:8]2[N:9]=[C:10]([NH:35][CH2:36][CH3:37])[S:11][C:12]=2[C:13]2[CH:18]=[CH:17][N:16]=[C:15]([NH:19][C:20]3[CH:25]=[CH:24][C:23]([O:26][CH2:27][CH2:28][N:29]4[CH2:33][CH2:32][CH2:31][CH2:30]4)=[C:22]([Cl:34])[CH:21]=3)[N:14]=2)[CH:5]=[CH:4][N:3]=1.[CH3:38][O-:39].[Na+]. (2) The reactants are: [Cl:1][C:2]1[N:3]=[C:4]([N:12]2[CH2:17][CH2:16][O:15][CH2:14][CH2:13]2)[C:5]2[S:10][C:9]([NH2:11])=[CH:8][C:6]=2[N:7]=1.[C:18](Cl)(=[O:22])[CH:19]([CH3:21])[CH3:20]. Given the product [Cl:1][C:2]1[N:3]=[C:4]([N:12]2[CH2:17][CH2:16][O:15][CH2:14][CH2:13]2)[C:5]2[S:10][C:9]([NH:11][C:18](=[O:22])[CH:19]([CH3:21])[CH3:20])=[CH:8][C:6]=2[N:7]=1, predict the reactants needed to synthesize it. (3) Given the product [ClH:1].[NH2:17][C:13]1[S:14][CH:15]=[CH:16][C:12]=1[C:10]([NH:9][C:4]1[CH:5]=[CH:6][CH:7]=[CH:8][C:3]=1[CH3:2])=[O:11], predict the reactants needed to synthesize it. The reactants are: [ClH:1].[CH3:2][C:3]1[CH:8]=[CH:7][CH:6]=[CH:5][C:4]=1[NH:9][C:10]([C:12]1[CH:16]=[CH:15][S:14][C:13]=1[NH:17]C(=O)OC(C)(C)C)=[O:11].CCOCC. (4) Given the product [Cl:1][CH2:2][CH2:3][CH2:4][S:5]([O:8][CH2:9][C:10]([CH3:26])([CH3:27])[C@@H:11]([O:18][Si:19]([CH3:25])([CH3:24])[C:20]([CH3:22])([CH3:21])[CH3:23])[CH:12]=[O:30])(=[O:6])=[O:7], predict the reactants needed to synthesize it. The reactants are: [Cl:1][CH2:2][CH2:3][CH2:4][S:5]([O:8][CH2:9][C:10]([CH3:27])([CH3:26])[C@@H:11]([O:18][Si:19]([CH3:25])([CH3:24])[C:20]([CH3:23])([CH3:22])[CH3:21])/[CH:12]=C/C(OC)=O)(=[O:7])=[O:6].O=O.[O:30]=[O+][O-].CSC. (5) Given the product [Br:30][C:29]1[C:9]([N:8]2[CH2:2][CH2:3][CH2:4][C:5]2=[O:6])=[CH:10][C:11]2[O:15][C:14]([C:16]3[CH:17]=[CH:18][C:19]([F:22])=[CH:20][CH:21]=3)=[C:13]([C:23]([O:25][CH2:26][CH3:27])=[O:24])[C:12]=2[CH:28]=1, predict the reactants needed to synthesize it. The reactants are: Cl[CH2:2][CH2:3][CH2:4][C:5](Cl)=[O:6].[NH2:8][C:9]1[C:29]([Br:30])=[CH:28][C:12]2[C:13]([C:23]([O:25][CH2:26][CH3:27])=[O:24])=[C:14]([C:16]3[CH:21]=[CH:20][C:19]([F:22])=[CH:18][CH:17]=3)[O:15][C:11]=2[CH:10]=1.CCN(CC)CC.C([O-])([O-])=O.[K+].[K+]. (6) Given the product [Br:2][C:3]1[CH:4]=[CH:5][C:6]([O:9][C:10]2[CH:11]=[C:12]([C@@H:16]3[CH2:20][C:19]4([CH2:25][CH2:24][N:23]([C:33]([NH:32][C:28]5[N:27]=[N:26][CH:31]=[CH:30][CH:29]=5)=[O:34])[CH2:22][CH2:21]4)[O:18][CH2:17]3)[CH:13]=[CH:14][CH:15]=2)=[N:7][CH:8]=1, predict the reactants needed to synthesize it. The reactants are: Cl.[Br:2][C:3]1[CH:4]=[CH:5][C:6]([O:9][C:10]2[CH:11]=[C:12]([C@@H:16]3[CH2:20][C:19]4([CH2:25][CH2:24][NH:23][CH2:22][CH2:21]4)[O:18][CH2:17]3)[CH:13]=[CH:14][CH:15]=2)=[N:7][CH:8]=1.[N:26]1[CH:31]=[CH:30][CH:29]=[C:28]([NH:32][C:33](=O)[O:34]C2C=CC=CC=2)[N:27]=1.CCN(C(C)C)C(C)C.